Task: Predict the reactants needed to synthesize the given product.. Dataset: Full USPTO retrosynthesis dataset with 1.9M reactions from patents (1976-2016) (1) Given the product [CH3:25][C:26]([CH3:31])([CH3:30])[CH2:27][CH:28]=[N:1][N:2]1[C:7](=[O:8])[C:6]([C:9]2[NH:14][C:13]3[CH:15]=[CH:16][CH:17]=[CH:18][C:12]=3[S:11](=[O:20])(=[O:19])[N:10]=2)=[C:5]([OH:21])[C:4]2[S:22][CH:23]=[CH:24][C:3]1=2, predict the reactants needed to synthesize it. The reactants are: [NH2:1][N:2]1[C:7](=[O:8])[C:6]([C:9]2[NH:14][C:13]3[CH:15]=[CH:16][CH:17]=[CH:18][C:12]=3[S:11](=[O:20])(=[O:19])[N:10]=2)=[C:5]([OH:21])[C:4]2[S:22][CH:23]=[CH:24][C:3]1=2.[CH3:25][C:26]([CH3:31])([CH3:30])[CH2:27][CH:28]=O. (2) Given the product [CH3:14][O:15][C:16]1[CH:17]=[C:18]([CH:26]([NH:13][C:10]2[CH:11]=[CH:12][C:7]([C:4]3[N:3]=[C:2]([CH3:1])[O:6][N:5]=3)=[CH:8][CH:9]=2)[C:35]#[N:36])[CH:19]=[C:20]2[C:25]=1[O:24][CH2:23][CH2:22][CH2:21]2, predict the reactants needed to synthesize it. The reactants are: [CH3:1][C:2]1[O:6][N:5]=[C:4]([C:7]2[CH:12]=[CH:11][C:10]([NH2:13])=[CH:9][CH:8]=2)[N:3]=1.[CH3:14][O:15][C:16]1[CH:17]=[C:18]([CH:26]=O)[CH:19]=[C:20]2[C:25]=1[O:24][CH2:23][CH2:22][CH2:21]2.FC(F)(F)C(O)=O.[C:35](C1C=CC(NC(C2C=C(OC)C(OC)=CC=2F)C2NC(=O)N(C3C=CC=CC=3C(O)=O)N=2)=CC=1)(=N)[NH2:36].C[Si](C#N)(C)C.C(S([O-])(=O)=O)(F)(F)F.C(S([O-])(=O)=O)(F)(F)F.C(S([O-])(=O)=O)(F)(F)F.[Yb+3]. (3) Given the product [CH2:29]([NH:31][C:32]([N:21]1[CH2:20][CH:19]([N:11]2[C:12]3=[N:13][CH:14]=[N:15][C:16]([NH2:18])=[C:17]3[C:9]([S:8][C:4]3[CH:5]=[CH:6][CH:7]=[C:2]([Cl:1])[CH:3]=3)=[N:10]2)[CH2:22]1)=[O:33])[CH3:30], predict the reactants needed to synthesize it. The reactants are: [Cl:1][C:2]1[CH:3]=[C:4]([S:8][C:9]2[C:17]3[C:12](=[N:13][CH:14]=[N:15][C:16]=3[NH2:18])[N:11]([CH:19]3[CH2:22][NH:21][CH2:20]3)[N:10]=2)[CH:5]=[CH:6][CH:7]=1.N1C=CC=CC=1.[CH2:29]([N:31]=[C:32]=[O:33])[CH3:30]. (4) Given the product [F:39][C:2]([F:1])([F:38])[C:3]1[CH:4]=[C:5]([NH:9][C:10]([C:12]2[C:21]3[C:16](=[CH:17][C:18]([O:22][C:23]4[CH:28]=[C:27]([CH2:29][OH:30])[N:26]=[CH:25][N:24]=4)=[CH:19][CH:20]=3)[CH:15]=[CH:14][CH:13]=2)=[O:11])[CH:6]=[CH:7][CH:8]=1, predict the reactants needed to synthesize it. The reactants are: [F:1][C:2]([F:39])([F:38])[C:3]1[CH:4]=[C:5]([NH:9][C:10]([C:12]2[C:21]3[C:16](=[CH:17][C:18]([O:22][C:23]4[CH:28]=[C:27]([CH2:29][O:30]CC5C=CC=CC=5)[N:26]=[CH:25][N:24]=4)=[CH:19][CH:20]=3)[CH:15]=[CH:14][CH:13]=2)=[O:11])[CH:6]=[CH:7][CH:8]=1.C(OC(=O)C)(=O)C.S(=O)(=O)(O)O. (5) Given the product [C:1]([C:3]1[CH:8]=[CH:7][C:6]([C:9]2[C:10]([C:17]#[N:18])=[C:11]([CH2:15][S:20]([CH3:19])(=[O:22])=[O:21])[NH:12][C:13]=2[CH3:14])=[CH:5][CH:4]=1)#[N:2], predict the reactants needed to synthesize it. The reactants are: [C:1]([C:3]1[CH:8]=[CH:7][C:6]([C:9]2[C:10]([C:17]#[N:18])=[C:11]([CH2:15]O)[NH:12][C:13]=2[CH3:14])=[CH:5][CH:4]=1)#[N:2].[CH3:19][S:20]([O-:22])=[O:21].[Na+].[Cl-].[Na+]. (6) Given the product [N:1]1([C:2]2[CH:3]=[CH:4][C:5]([CH2:6][C:7]([CH3:18])([C:13]([O:15][CH2:16][CH3:17])=[O:14])[C:8]([O:10][CH2:11][CH3:12])=[O:9])=[CH:19][CH:20]=2)[CH2:26][CH2:25][NH:24][CH2:23][CH2:22]1, predict the reactants needed to synthesize it. The reactants are: [NH2:1][C:2]1[CH:20]=[CH:19][C:5]([CH2:6][C:7]([CH3:18])([C:13]([O:15][CH2:16][CH3:17])=[O:14])[C:8]([O:10][CH2:11][CH3:12])=[O:9])=[CH:4][CH:3]=1.Cl[CH2:22][CH2:23][NH:24][CH2:25][CH2:26]Cl.Cl. (7) Given the product [CH3:34][C:28]1[CH:27]=[CH:26][C:25]2[C:30](=[CH:31][CH:32]=[CH:33][C:24]=2[O:23][CH2:22][CH2:21][N:1]2[CH2:6][CH2:5][C:4](=[CH:7][C:8]3[CH:13]=[CH:12][CH:11]=[C:10]([C:14]4[CH:19]=[CH:18][CH:17]=[CH:16][N:15]=4)[CH:9]=3)[CH2:3][CH2:2]2)[N:29]=1, predict the reactants needed to synthesize it. The reactants are: [NH:1]1[CH2:6][CH2:5][C:4](=[CH:7][C:8]2[CH:9]=[C:10]([C:14]3[CH:19]=[CH:18][CH:17]=[CH:16][N:15]=3)[CH:11]=[CH:12][CH:13]=2)[CH2:3][CH2:2]1.Br[CH2:21][CH2:22][O:23][C:24]1[CH:33]=[CH:32][CH:31]=[C:30]2[C:25]=1[CH:26]=[CH:27][C:28]([CH3:34])=[N:29]2. (8) The reactants are: [NH2:1][C:2]1[CH:7]=[CH:6][C:5]([CH3:8])=[CH:4][C:3]=1[NH:9][CH:10]1[CH2:15][CH2:14][N:13]([C@H:16]2[CH2:21][CH2:20][C@H:19]([O:22][CH2:23][CH3:24])[CH2:18][CH2:17]2)[CH2:12][CH2:11]1.C(N(C(C)C)CC)(C)C.[Cl:34][C:35]([O:38]C(=O)OC(Cl)(Cl)Cl)(Cl)Cl. Given the product [ClH:34].[CH2:23]([O:22][C@H:19]1[CH2:20][CH2:21][C@H:16]([N:13]2[CH2:12][CH2:11][CH:10]([N:9]3[C:3]4[CH:4]=[C:5]([CH3:8])[CH:6]=[CH:7][C:2]=4[NH:1][C:35]3=[O:38])[CH2:15][CH2:14]2)[CH2:17][CH2:18]1)[CH3:24], predict the reactants needed to synthesize it.